Dataset: NCI-60 drug combinations with 297,098 pairs across 59 cell lines. Task: Regression. Given two drug SMILES strings and cell line genomic features, predict the synergy score measuring deviation from expected non-interaction effect. Drug 1: COC1=CC(=CC(=C1O)OC)C2C3C(COC3=O)C(C4=CC5=C(C=C24)OCO5)OC6C(C(C7C(O6)COC(O7)C8=CC=CS8)O)O. Drug 2: CCC(=C(C1=CC=CC=C1)C2=CC=C(C=C2)OCCN(C)C)C3=CC=CC=C3.C(C(=O)O)C(CC(=O)O)(C(=O)O)O. Cell line: NCI-H522. Synergy scores: CSS=31.4, Synergy_ZIP=-5.65, Synergy_Bliss=0.225, Synergy_Loewe=-18.8, Synergy_HSA=0.721.